This data is from Reaction yield outcomes from USPTO patents with 853,638 reactions. The task is: Predict the reaction yield, written as a fraction of the theoretical maximum amount of product (1.0 means a 100% yield; for example, 0.34 means a 34% yield). The reactants are Cl.[CH3:2][C:3]1[O:7][N:6]=[C:5]([C:8]2[CH:13]=[CH:12][C:11]([CH:14]3[O:20][CH2:19][CH2:18][NH:17][CH2:16][CH2:15]3)=[CH:10][CH:9]=2)[N:4]=1.Cl[C:22]1[N:27]([CH3:28])[C:26](=[O:29])[CH:25]=[C:24]([C:30]2[CH:35]=[CH:34][N:33]=[CH:32][N:31]=2)[N:23]=1.C(N(CC)CC)C.O. The catalyst is C(Cl)(Cl)Cl. The product is [CH3:2][C:3]1[O:7][N:6]=[C:5]([C:8]2[CH:9]=[CH:10][C:11]([CH:14]3[O:20][CH2:19][CH2:18][N:17]([C:22]4[N:27]([CH3:28])[C:26](=[O:29])[CH:25]=[C:24]([C:30]5[CH:35]=[CH:34][N:33]=[CH:32][N:31]=5)[N:23]=4)[CH2:16][CH2:15]3)=[CH:12][CH:13]=2)[N:4]=1. The yield is 0.500.